This data is from NCI-60 drug combinations with 297,098 pairs across 59 cell lines. The task is: Regression. Given two drug SMILES strings and cell line genomic features, predict the synergy score measuring deviation from expected non-interaction effect. (1) Drug 1: CN(C)N=NC1=C(NC=N1)C(=O)N. Drug 2: CCC1(CC2CC(C3=C(CCN(C2)C1)C4=CC=CC=C4N3)(C5=C(C=C6C(=C5)C78CCN9C7C(C=CC9)(C(C(C8N6C=O)(C(=O)OC)O)OC(=O)C)CC)OC)C(=O)OC)O.OS(=O)(=O)O. Cell line: NCI/ADR-RES. Synergy scores: CSS=-0.979, Synergy_ZIP=1.41, Synergy_Bliss=0.914, Synergy_Loewe=-2.98, Synergy_HSA=-3.77. (2) Drug 1: C1=CC=C(C(=C1)C(C2=CC=C(C=C2)Cl)C(Cl)Cl)Cl. Drug 2: C1=NC2=C(N1)C(=S)N=CN2. Cell line: U251. Synergy scores: CSS=31.2, Synergy_ZIP=-6.63, Synergy_Bliss=-0.422, Synergy_Loewe=-14.0, Synergy_HSA=0.854. (3) Drug 1: CC(C)NC(=O)C1=CC=C(C=C1)CNNC.Cl. Drug 2: CC(C)CN1C=NC2=C1C3=CC=CC=C3N=C2N. Cell line: ACHN. Synergy scores: CSS=-0.0515, Synergy_ZIP=-1.63, Synergy_Bliss=-3.48, Synergy_Loewe=-3.54, Synergy_HSA=-4.24. (4) Drug 1: CN1C(=O)N2C=NC(=C2N=N1)C(=O)N. Drug 2: C1C(C(OC1N2C=NC(=NC2=O)N)CO)O. Cell line: MDA-MB-231. Synergy scores: CSS=11.9, Synergy_ZIP=-1.77, Synergy_Bliss=0.124, Synergy_Loewe=-1.98, Synergy_HSA=1.42.